Dataset: Reaction yield outcomes from USPTO patents with 853,638 reactions. Task: Predict the reaction yield, written as a fraction of the theoretical maximum amount of product (1.0 means a 100% yield; for example, 0.34 means a 34% yield). (1) The reactants are [H-].[Na+].[F:3][C:4]1[C:5]([CH2:16][N:17]([CH3:25])[C:18](=[O:24])[O:19][C:20]([CH3:23])([CH3:22])[CH3:21])=[CH:6][NH:7][C:8]=1[C:9]1[C:10]([F:15])=[N:11][CH:12]=[CH:13][CH:14]=1.C1OCCOCCOCCOCCOC1.[CH3:41][S:42]([C:45]1[CH:46]=[C:47]([S:51](Cl)(=[O:53])=[O:52])[CH:48]=[CH:49][CH:50]=1)(=[O:44])=[O:43]. The catalyst is O1CCCC1.O. The product is [F:3][C:4]1[C:5]([CH2:16][N:17]([CH3:25])[C:18](=[O:24])[O:19][C:20]([CH3:21])([CH3:22])[CH3:23])=[CH:6][N:7]([S:51]([C:47]2[CH:48]=[CH:49][CH:50]=[C:45]([S:42]([CH3:41])(=[O:44])=[O:43])[CH:46]=2)(=[O:53])=[O:52])[C:8]=1[C:9]1[C:10]([F:15])=[N:11][CH:12]=[CH:13][CH:14]=1. The yield is 0.960. (2) The reactants are [Cl:1][C:2]1[CH:3]=[C:4]([NH:9][C:10]2[CH:11]=[C:12]3[C:16](=[CH:17][CH:18]=2)[CH2:15][CH:14]([NH:19][C:20]2[CH:29]=[CH:28][C:27]([N+:30]([O-:32])=[O:31])=[CH:26][C:21]=2[C:22]([O:24]C)=[O:23])[CH2:13]3)[CH:5]=[CH:6][C:7]=1[Cl:8].[OH-].[Na+]. The catalyst is C1COCC1.CO. The product is [Cl:1][C:2]1[CH:3]=[C:4]([NH:9][C:10]2[CH:11]=[C:12]3[C:16](=[CH:17][CH:18]=2)[CH2:15][CH:14]([NH:19][C:20]2[CH:29]=[CH:28][C:27]([N+:30]([O-:32])=[O:31])=[CH:26][C:21]=2[C:22]([OH:24])=[O:23])[CH2:13]3)[CH:5]=[CH:6][C:7]=1[Cl:8]. The yield is 0.180.